The task is: Predict the product of the given reaction.. This data is from Forward reaction prediction with 1.9M reactions from USPTO patents (1976-2016). (1) Given the reactants C1(O[C:8](=[O:25])[NH:9][CH:10]2[CH2:15][CH2:14][C:13]([N:22]([CH3:24])[CH3:23])([C:16]3[CH:21]=[CH:20][CH:19]=[CH:18][CH:17]=3)[CH2:12][CH2:11]2)C=CC=CC=1.[CH3:26][O:27][C:28]1[CH:29]=[C:30]2[C:34](=[CH:35][CH:36]=1)[NH:33][CH:32]=[C:31]2[CH:37]1[CH2:42][CH2:41][CH2:40][NH:39][CH2:38]1, predict the reaction product. The product is: [CH3:24][N:22]([CH3:23])[C:13]1([C:16]2[CH:17]=[CH:18][CH:19]=[CH:20][CH:21]=2)[CH2:12][CH2:11][CH:10]([NH:9][C:8]([N:39]2[CH2:40][CH2:41][CH2:42][CH:37]([C:31]3[C:30]4[C:34](=[CH:35][CH:36]=[C:28]([O:27][CH3:26])[CH:29]=4)[NH:33][CH:32]=3)[CH2:38]2)=[O:25])[CH2:15][CH2:14]1. (2) Given the reactants [Br:1][C:2]1[CH:11]=[C:10]2[C:5]([CH:6]=[C:7]([NH2:12])[N:8]=[CH:9]2)=[CH:4][CH:3]=1.C1C(=O)N([I:20])C(=O)C1.O, predict the reaction product. The product is: [Br:1][C:2]1[CH:11]=[C:10]2[C:5]([C:6]([I:20])=[C:7]([NH2:12])[N:8]=[CH:9]2)=[CH:4][CH:3]=1. (3) Given the reactants [CH3:1][O:2][C:3](=[O:25])[C@H:4]([CH2:21][CH2:22][S:23][CH3:24])[NH:5][C:6](=[O:20])[C:7]1[CH:12]=[CH:11][C:10](Br)=[CH:9][C:8]=1[C:14]1[CH:19]=[CH:18][CH:17]=[CH:16][CH:15]=1.C[C:27]1(C)CC(C)OB(C=C)[O:28]1.C[N+]1([O-])CCOCC1, predict the reaction product. The product is: [CH3:1][O:2][C:3](=[O:25])[C@H:4]([CH2:21][CH2:22][S:23][CH3:24])[NH:5][C:6](=[O:20])[C:7]1[CH:12]=[CH:11][C:10]([CH:27]=[O:28])=[CH:9][C:8]=1[C:14]1[CH:19]=[CH:18][CH:17]=[CH:16][CH:15]=1. (4) Given the reactants [CH3:15][C:13]([O:12][C:10](/N=N/[C:10]([O:12][C:13]([CH3:16])([CH3:15])C)=O)=O)(C)[CH3:16].[C:17]([O:23][CH2:24][N:25]1[C:34](=[O:35])[C:33]2[C:28](=CC(O)=C[C:32]=2[O:36][CH2:37][CH2:38][Cl:39])[N:27]=[CH:26]1)(=[O:22])[C:18]([CH3:21])([CH3:20])[CH3:19].CO.C1(P(C2C=CC=CC=2)C2C=CC=CC=2)C=CC=CC=1, predict the reaction product. The product is: [C:17]([O:23][CH2:24][N:25]1[C:34](=[O:35])[C:33]2[C:28](=[CH:16][C:13]([O:12][CH3:10])=[CH:15][C:32]=2[O:36][CH2:37][CH2:38][Cl:39])[N:27]=[CH:26]1)(=[O:22])[C:18]([CH3:21])([CH3:20])[CH3:19]. (5) Given the reactants [C:1]([C:5]1[CH:6]=[C:7]([N+:15]([O-])=O)[C:8]2[O:12][C:11](=[O:13])[NH:10][C:9]=2[CH:14]=1)([CH3:4])([CH3:3])[CH3:2].C1CCCCC=1, predict the reaction product. The product is: [NH2:15][C:7]1[C:8]2[O:12][C:11](=[O:13])[NH:10][C:9]=2[CH:14]=[C:5]([C:1]([CH3:4])([CH3:3])[CH3:2])[CH:6]=1.